From a dataset of Full USPTO retrosynthesis dataset with 1.9M reactions from patents (1976-2016). Predict the reactants needed to synthesize the given product. (1) Given the product [OH:30][CH2:29][CH:26]1[CH2:27][CH2:28][N:23]([C:9]([O:11][C:12]([CH3:13])([CH3:14])[CH3:15])=[O:10])[CH2:24][CH2:25]1, predict the reactants needed to synthesize it. The reactants are: [C:9](O[C:9]([O:11][C:12]([CH3:15])([CH3:14])[CH3:13])=[O:10])([O:11][C:12]([CH3:15])([CH3:14])[CH3:13])=[O:10].C(N(CC)CC)C.[NH:23]1[CH2:28][CH2:27][CH:26]([CH2:29][OH:30])[CH2:25][CH2:24]1.ClCCl. (2) Given the product [CH2:13]([O:1][C:2]1[CH:3]=[C:4]2[C:8](=[CH:9][CH:10]=1)[C:7](=[O:11])[CH2:6][CH2:5]2)[CH2:14][CH2:15][CH2:16][CH2:17][CH2:18][CH2:19][CH3:20], predict the reactants needed to synthesize it. The reactants are: [OH:1][C:2]1[CH:3]=[C:4]2[C:8](=[CH:9][CH:10]=1)[C:7](=[O:11])[CH2:6][CH2:5]2.I[CH2:13][CH2:14][CH2:15][CH2:16][CH2:17][CH2:18][CH2:19][CH3:20].C(=O)([O-])[O-].[K+].[K+].